Dataset: Reaction yield outcomes from USPTO patents with 853,638 reactions. Task: Predict the reaction yield, written as a fraction of the theoretical maximum amount of product (1.0 means a 100% yield; for example, 0.34 means a 34% yield). (1) The reactants are [Br:1][C:2]1[C:9]([F:10])=[CH:8][CH:7]=[C:6](F)[C:3]=1[CH:4]=[O:5].[CH3:12][O:13][Na]. The catalyst is C1COCC1.CO. The product is [Br:1][C:2]1[C:9]([F:10])=[CH:8][CH:7]=[C:6]([O:13][CH3:12])[C:3]=1[CH:4]=[O:5]. The yield is 0.800. (2) The reactants are [Cl:1][C:2]1[C:7]([F:8])=[CH:6][C:5]([OH:9])=[CH:4][N:3]=1.[C:10]([NH:13][C:14]1[CH:15]=[C:16](B(O)O)[CH:17]=[CH:18][CH:19]=1)(=[O:12])[CH3:11].C(N(CC)CC)C. The catalyst is ClCCl.C([O-])(=O)C.[Cu+2].C([O-])(=O)C. The product is [Cl:1][C:2]1[N:3]=[CH:4][C:5]([O:9][C:18]2[CH:19]=[C:14]([NH:13][C:10](=[O:12])[CH3:11])[CH:15]=[CH:16][CH:17]=2)=[CH:6][C:7]=1[F:8]. The yield is 0.550. (3) The reactants are Cl.[Cl:2][C:3]1[CH:8]=[CH:7][C:6]([S:9]([C:12]2([C:18]3[CH:23]=[C:22]([F:24])[CH:21]=[CH:20][C:19]=3[F:25])[CH2:17][CH2:16][NH:15][CH2:14][CH2:13]2)(=[O:11])=[O:10])=[CH:5][CH:4]=1.C(N(CC)CC)C.[CH2:33]([N:35]=[C:36]=[O:37])[CH3:34].C(=O)(O)[O-].[Na+]. The catalyst is ClCCl.C(OC(C)C)(C)C. The product is [CH2:33]([NH:35][C:36]([N:15]1[CH2:16][CH2:17][C:12]([S:9]([C:6]2[CH:7]=[CH:8][C:3]([Cl:2])=[CH:4][CH:5]=2)(=[O:10])=[O:11])([C:18]2[CH:23]=[C:22]([F:24])[CH:21]=[CH:20][C:19]=2[F:25])[CH2:13][CH2:14]1)=[O:37])[CH3:34]. The yield is 0.850. (4) The product is [CH2:1]([O:3][C:4]1[CH:9]=[C:8]([CH2:10][C:11]2[CH:16]=[CH:15][CH:14]=[CH:13][N:12]=2)[CH:7]=[CH:6][C:5]=1[CH2:17][CH2:18][CH2:19][OH:20])[CH3:2]. The catalyst is O1CCCC1. The yield is 0.630. The reactants are [CH2:1]([O:3][C:4]1[CH:9]=[C:8]([CH2:10][C:11]2[CH:16]=[CH:15][CH:14]=[CH:13][N:12]=2)[CH:7]=[CH:6][C:5]=1[CH2:17][CH2:18][C:19](OC)=[O:20])[CH3:2].[H-].[Al+3].[Li+].[H-].[H-].[H-].O.O.O.O.O.O.O.O.O.O.S([O-])([O-])(=O)=O.[Na+].[Na+]. (5) The reactants are C(O[C:5]([C:7]1[N:8]([NH:12][CH2:13][CH2:14][CH:15]([CH3:17])[CH3:16])[CH:9]=[CH:10][CH:11]=1)=[O:6])C=C.[CH3:18][S:19]([N:22]([CH3:39])[C:23]1[CH:38]=[CH:37][C:26]2[NH:27][C:28]([CH2:33][C:34](O)=[O:35])=[CH:29][S:30](=[O:32])(=[O:31])[C:25]=2[CH:24]=1)(=[O:21])=[O:20].[O-]CC.[Na+].C(O)C. The catalyst is ClCCl.CN(C)C=O. The product is [OH:6][C:5]1[C:7]2[N:8]([CH:9]=[CH:10][CH:11]=2)[N:12]([CH2:13][CH2:14][CH:15]([CH3:16])[CH3:17])[C:34](=[O:35])[C:33]=1[C:28]1[NH:27][C:26]2[CH:37]=[CH:38][C:23]([N:22]([CH3:39])[S:19]([CH3:18])(=[O:21])=[O:20])=[CH:24][C:25]=2[S:30](=[O:31])(=[O:32])[CH:29]=1. The yield is 0.250. (6) The reactants are [CH2:1]([N:8]1[CH2:13][CH2:12][CH:11]([CH:14]2[CH:23](O)[C:22]3[C:17](=[CH:18][CH:19]=[CH:20][CH:21]=3)[NH:16][C:15]2=[O:25])[CH2:10][CH2:9]1)[C:2]1[CH:7]=[CH:6][CH:5]=[CH:4][CH:3]=1.O.C1(C)C=CC(S(O)(=O)=O)=CC=1. The yield is 0.630. The catalyst is C1C=CC=CC=1. The product is [CH2:1]([N:8]1[CH2:9][CH2:10][CH:11]([C:14]2[C:15](=[O:25])[NH:16][C:17]3[C:22]([CH:23]=2)=[CH:21][CH:20]=[CH:19][CH:18]=3)[CH2:12][CH2:13]1)[C:2]1[CH:7]=[CH:6][CH:5]=[CH:4][CH:3]=1. (7) The reactants are [CH2:1]([N:8]1[CH2:12][CH2:11][N:10]([C:13]2[S:14][C:15]([C:19]([OH:21])=O)=[C:16]([CH3:18])[N:17]=2)[C:9]1=[O:22])[C:2]1[CH:7]=[CH:6]C=CC=1.C1(CN2CCN(C3SC(C(O)=O)=C(C)N=3)C2=O)CC1.[NH2:42][CH2:43][C:44]1[CH:45]=[N:46][CH:47]=[CH:48][CH:49]=1. No catalyst specified. The product is [CH:2]1([CH2:1][N:8]2[CH2:12][CH2:11][N:10]([C:13]3[S:14][C:15]([C:19]([NH:42][CH2:43][C:44]4[CH:45]=[N:46][CH:47]=[CH:48][CH:49]=4)=[O:21])=[C:16]([CH3:18])[N:17]=3)[C:9]2=[O:22])[CH2:7][CH2:6]1. The yield is 0.330.